From a dataset of Catalyst prediction with 721,799 reactions and 888 catalyst types from USPTO. Predict which catalyst facilitates the given reaction. The catalyst class is: 55. Reactant: [CH3:1][C:2]1[CH:7]=[CH:6][N:5]=[C:4]([N:8]2[CH2:13][CH2:12][N:11](C(OC(C)(C)C)=O)[CH2:10][CH2:9]2)[N:3]=1.C(Cl)[Cl:22]. Product: [ClH:22].[ClH:22].[CH3:1][C:2]1[CH:7]=[CH:6][N:5]=[C:4]([N:8]2[CH2:9][CH2:10][NH:11][CH2:12][CH2:13]2)[N:3]=1.